Dataset: Reaction yield outcomes from USPTO patents with 853,638 reactions. Task: Predict the reaction yield, written as a fraction of the theoretical maximum amount of product (1.0 means a 100% yield; for example, 0.34 means a 34% yield). The reactants are Br[C:2]1[CH:8]=[CH:7][C:5]([NH2:6])=[C:4]([N+:9]([O-:11])=[O:10])[CH:3]=1.O1CCOCC1.CCN(C(C)C)C(C)C.[CH2:27]([SH:34])[C:28]1[CH:33]=[CH:32][CH:31]=[CH:30][CH:29]=1. The catalyst is O.C1C=CC(/C=C/C(/C=C/C2C=CC=CC=2)=O)=CC=1.C1C=CC(/C=C/C(/C=C/C2C=CC=CC=2)=O)=CC=1.C1C=CC(/C=C/C(/C=C/C2C=CC=CC=2)=O)=CC=1.[Pd].[Pd].CC1(C)C2C(=C(P(C3C=CC=CC=3)C3C=CC=CC=3)C=CC=2)OC2C(P(C3C=CC=CC=3)C3C=CC=CC=3)=CC=CC1=2. The product is [CH2:27]([S:34][C:2]1[CH:8]=[CH:7][C:5]([NH2:6])=[C:4]([N+:9]([O-:11])=[O:10])[CH:3]=1)[C:28]1[CH:33]=[CH:32][CH:31]=[CH:30][CH:29]=1. The yield is 0.880.